From a dataset of Catalyst prediction with 721,799 reactions and 888 catalyst types from USPTO. Predict which catalyst facilitates the given reaction. (1) Reactant: C(OC([NH:8][NH:9][CH:10]1[CH2:15][N:14]([C:16]([O:18][CH2:19][C:20]2[CH:25]=[CH:24][CH:23]=[CH:22][CH:21]=2)=[O:17])[CH:13]([CH3:26])[CH2:12][CH2:11]1)=O)(C)(C)C.FC(F)(F)C(O)=O. Product: [NH:9]([CH:10]1[CH2:15][N:14]([C:16]([O:18][CH2:19][C:20]2[CH:25]=[CH:24][CH:23]=[CH:22][CH:21]=2)=[O:17])[CH:13]([CH3:26])[CH2:12][CH2:11]1)[NH2:8]. The catalyst class is: 4. (2) Reactant: [I:1][C:2]1[C:6]2=[N:7][CH:8]=[C:9]([C:11]([O:13][CH3:14])=[O:12])[CH:10]=[C:5]2[NH:4][N:3]=1.CCN(CC)CC.[Cl:22][C:23]1[CH:31]=[CH:30][CH:29]=[C:28]([C:32]([F:35])([F:34])[F:33])[C:24]=1[C:25](Cl)=[O:26].N#N. Product: [Cl:22][C:23]1[CH:31]=[CH:30][CH:29]=[C:28]([C:32]([F:33])([F:34])[F:35])[C:24]=1[C:25]([N:4]1[C:5]2[C:6](=[N:7][CH:8]=[C:9]([C:11]([O:13][CH3:14])=[O:12])[CH:10]=2)[C:2]([I:1])=[N:3]1)=[O:26]. The catalyst class is: 79.